From a dataset of Forward reaction prediction with 1.9M reactions from USPTO patents (1976-2016). Predict the product of the given reaction. (1) Given the reactants Br[C:2]1[CH:7]=[C:6]([C:8]2[N:12]3[CH:13]=[CH:14][CH:15]=[CH:16][C:11]3=[N:10][C:9]=2[C:17]2[CH:22]=[CH:21][CH:20]=[C:19]([CH3:23])[N:18]=2)[CH:5]=[CH:4][N:3]=1.[CH3:24][O:25][C:26]1[CH:31]=[CH:30][C:29](B(O)O)=[CH:28][CH:27]=1, predict the reaction product. The product is: [CH3:24][O:25][C:26]1[CH:31]=[CH:30][C:29]([C:2]2[CH:7]=[C:6]([C:8]3[N:12]4[CH:13]=[CH:14][CH:15]=[CH:16][C:11]4=[N:10][C:9]=3[C:17]3[CH:22]=[CH:21][CH:20]=[C:19]([CH3:23])[N:18]=3)[CH:5]=[CH:4][N:3]=2)=[CH:28][CH:27]=1. (2) Given the reactants [CH2:1]([C:8]1[N:12]([CH:13]([CH:23]2[CH2:28][CH2:27][CH2:26][CH2:25][CH2:24]2)[C:14]([NH:16][CH:17]2[CH2:22][CH2:21][CH2:20][CH2:19][CH2:18]2)=[O:15])[C:11]2[CH:29]=[C:30]([Cl:34])[C:31]([F:33])=[CH:32][C:10]=2[N:9]=1)[C:2]1[CH:7]=[CH:6][CH:5]=[CH:4][CH:3]=1.C1([CH:41]=[O:42])CCCCC1.[CH3:43][O:44]C1C=CC(C=O)=CC=1.ClC1C=C(CC(O)=O)C=CC=1.COC(C1C=CC=CC=1)C(O)=O, predict the reaction product. The product is: [Cl:34][C:30]1[C:31]([F:33])=[CH:32][C:10]2[N:9]=[C:8]([CH:1]([O:44][CH3:43])[C:2]3[CH:7]=[CH:6][CH:5]=[CH:4][CH:3]=3)[N:12]([CH:13]([C:23]3[CH:28]=[CH:27][C:26]([O:42][CH3:41])=[CH:25][CH:24]=3)[C:14]([NH:16][CH:17]3[CH2:18][CH2:19][CH2:20][CH2:21][CH2:22]3)=[O:15])[C:11]=2[CH:29]=1. (3) Given the reactants [F:1][C:2]1[CH:3]=[C:4]([CH:19]=[CH:20][CH:21]=1)[CH2:5][CH:6]1[CH2:11][CH2:10][N:9](C(OC(C)(C)C)=O)[CH2:8][CH2:7]1.[ClH:22], predict the reaction product. The product is: [ClH:22].[F:1][C:2]1[CH:3]=[C:4]([CH:19]=[CH:20][CH:21]=1)[CH2:5][CH:6]1[CH2:11][CH2:10][NH:9][CH2:8][CH2:7]1. (4) Given the reactants [CH3:1][N:2]1[CH2:7][CH2:6][N:5]([NH:8][C:9]([C:11]2[CH:12]=[N:13][C:14]([C:17]3[CH:22]=[CH:21][CH:20]=[CH:19][CH:18]=3)=[N:15][CH:16]=2)=[O:10])[CH2:4][CH2:3]1.CO.[ClH:25], predict the reaction product. The product is: [ClH:25].[ClH:25].[CH3:1][N:2]1[CH2:3][CH2:4][N:5]([NH:8][C:9]([C:11]2[CH:16]=[N:15][C:14]([C:17]3[CH:22]=[CH:21][CH:20]=[CH:19][CH:18]=3)=[N:13][CH:12]=2)=[O:10])[CH2:6][CH2:7]1. (5) Given the reactants [CH3:1][O:2][C:3]1[N:8]2[C:9]([C:12]3[CH:13]=[C:14]([C:17]([OH:19])=O)[S:15][CH:16]=3)=[CH:10][N:11]=[C:7]2[CH:6]=[C:5]([C:20]2[CH:25]=[CH:24][CH:23]=[CH:22][CH:21]=2)[CH:4]=1.C(N1C=CN=C1)(N1C=CN=C1)=O.[C@@H:38]1([NH2:45])[CH2:43][CH2:42][CH2:41][CH2:40][C@@H:39]1[NH2:44], predict the reaction product. The product is: [NH2:44][C@@H:39]1[CH2:40][CH2:41][CH2:42][CH2:43][C@@H:38]1[NH:45][C:17]([C:14]1[S:15][CH:16]=[C:12]([C:9]2[N:8]3[C:3]([O:2][CH3:1])=[CH:4][C:5]([C:20]4[CH:21]=[CH:22][CH:23]=[CH:24][CH:25]=4)=[CH:6][C:7]3=[N:11][CH:10]=2)[CH:13]=1)=[O:19].